Dataset: Peptide-MHC class I binding affinity with 185,985 pairs from IEDB/IMGT. Task: Regression. Given a peptide amino acid sequence and an MHC pseudo amino acid sequence, predict their binding affinity value. This is MHC class I binding data. The peptide sequence is DEQEFFYSQ. The MHC is HLA-A80:01 with pseudo-sequence HLA-A80:01. The binding affinity (normalized) is 0.0847.